This data is from Forward reaction prediction with 1.9M reactions from USPTO patents (1976-2016). The task is: Predict the product of the given reaction. (1) Given the reactants [CH2:1]([C:8]1[N:9]=[N:10][N:11]([C:13]2[CH:18]=[CH:17][C:16]([CH2:19][NH2:20])=[CH:15][CH:14]=2)[CH:12]=1)[CH2:2][CH2:3][CH2:4][CH2:5][CH2:6][CH3:7].C(OC(N1CC[C@H](O)[C@H]1C(O)=O)=O)(C)(C)C, predict the reaction product. The product is: [CH2:1]([C:8]1[N:9]=[N:10][N:11]([C:13]2[CH:18]=[CH:17][C:16]([C:19]#[N:20])=[CH:15][CH:14]=2)[CH:12]=1)[CH2:2][CH2:3][CH2:4][CH2:5][CH2:6][CH3:7]. (2) Given the reactants [CH:1]1([C:4]2[CH:5]=[CH:6][C:7]([C:18]([OH:20])=O)=[N:8][C:9]=2[O:10][CH2:11][CH:12]2[CH2:17][CH2:16][O:15][CH2:14][CH2:13]2)[CH2:3][CH2:2]1.C1(C2C=CC(C(O)=O)=NC=2OCC2CCCO2)CC1.Cl.[NH2:41][C:42]([CH2:50][CH3:51])([CH2:48][CH3:49])[C:43]([O:45][CH2:46][CH3:47])=[O:44], predict the reaction product. The product is: [CH:1]1([C:4]2[CH:5]=[CH:6][C:7]([C:18]([NH:41][C:42]([CH2:48][CH3:49])([CH2:50][CH3:51])[C:43]([O:45][CH2:46][CH3:47])=[O:44])=[O:20])=[N:8][C:9]=2[O:10][CH2:11][CH:12]2[CH2:13][CH2:14][O:15][CH2:16][CH2:17]2)[CH2:2][CH2:3]1. (3) Given the reactants [CH3:1][C:2]1[C:3]([CH:8]=O)=[N:4][CH:5]=[CH:6][CH:7]=1.[BH-](OC(C)=O)(OC(C)=O)OC(C)=O.[Na+].[N:24]1[CH:29]=[CH:28][CH:27]=[CH:26][C:25]=1[CH:30]([NH2:32])[CH3:31], predict the reaction product. The product is: [CH3:1][C:2]1[C:3]([CH2:8][NH:32][CH:30]([C:25]2[CH:26]=[CH:27][CH:28]=[CH:29][N:24]=2)[CH3:31])=[N:4][CH:5]=[CH:6][CH:7]=1. (4) The product is: [Br:12][C:13]1[CH:18]=[CH:17][CH:16]=[CH:15][C:14]=1[C:3]([F:9])([F:8])[C:4]([F:7])([F:6])[F:5]. Given the reactants C[Si](C)(C)[C:3]([F:9])([F:8])[C:4]([F:7])([F:6])[F:5].[Br:12][C:13]1[CH:18]=[CH:17][CH:16]=[CH:15][C:14]=1I.[F-].[K+].CN(C)C=O, predict the reaction product.